This data is from Forward reaction prediction with 1.9M reactions from USPTO patents (1976-2016). The task is: Predict the product of the given reaction. (1) Given the reactants [CH2:1]([N:8]1[C:13](=[O:14])[C:12]([C:15]2[CH:20]=[CH:19][C:18]([O:21]C)=[C:17]([F:23])[CH:16]=2)=[CH:11][N:10]=[C:9]1[NH:24][C:25]1[CH:30]=[CH:29][C:28]([F:31])=[CH:27][CH:26]=1)[C:2]1[CH:7]=[CH:6][CH:5]=[CH:4][CH:3]=1.B(Br)(Br)Br, predict the reaction product. The product is: [CH2:1]([N:8]1[C:13](=[O:14])[C:12]([C:15]2[CH:20]=[CH:19][C:18]([OH:21])=[C:17]([F:23])[CH:16]=2)=[CH:11][N:10]=[C:9]1[NH:24][C:25]1[CH:26]=[CH:27][C:28]([F:31])=[CH:29][CH:30]=1)[C:2]1[CH:3]=[CH:4][CH:5]=[CH:6][CH:7]=1. (2) Given the reactants Cl.[NH2:2][C:3]1[CH:8]=[CH:7][C:6]([N:9]2[C:18]3[CH:17]=[CH:16][C:15]4[CH:19]=[CH:20][CH:21]=[CH:22][C:14]=4[C:13]=3[NH:12][C:11](=[O:23])[C:10]2=[O:24])=[CH:5][CH:4]=1.[N+:25]([C:28]1[CH:33]=[CH:32][CH:31]=[CH:30][C:29]=1[S:34](Cl)(=[O:36])=[O:35])([O-:27])=[O:26], predict the reaction product. The product is: [O:23]=[C:11]1[NH:12][C:13]2[C:14]3[CH:22]=[CH:21][CH:20]=[CH:19][C:15]=3[CH:16]=[CH:17][C:18]=2[N:9]([C:6]2[CH:7]=[CH:8][C:3]([NH:2][S:34]([C:29]3[CH:30]=[CH:31][CH:32]=[CH:33][C:28]=3[N+:25]([O-:27])=[O:26])(=[O:35])=[O:36])=[CH:4][CH:5]=2)[C:10]1=[O:24]. (3) Given the reactants [CH3:1][O:2][C:3](=[O:13])[C:4]1[CH:9]=[C:8]([I:10])[C:7]([CH3:11])=[C:6]([NH2:12])[CH:5]=1.[N+:14]([O-])(OCCC(C)C)=O, predict the reaction product. The product is: [CH3:1][O:2][C:3]([C:4]1[CH:5]=[C:6]2[C:7]([CH:11]=[N:14][NH:12]2)=[C:8]([I:10])[CH:9]=1)=[O:13]. (4) Given the reactants C([Li])CCC.Br[C:7]1[CH:12]=[CH:11][C:10]([O:13][C:14]([F:17])([F:16])[F:15])=[CH:9][C:8]=1[F:18].CON(C)[C:22](=[O:24])[CH3:23], predict the reaction product. The product is: [F:18][C:8]1[CH:9]=[C:10]([O:13][C:14]([F:17])([F:16])[F:15])[CH:11]=[CH:12][C:7]=1[C:22](=[O:24])[CH3:23].